Task: Predict the reactants needed to synthesize the given product.. Dataset: Full USPTO retrosynthesis dataset with 1.9M reactions from patents (1976-2016) (1) Given the product [C:1]([C:5]1[CH:6]=[C:7]([NH:17][C:18]([NH:20][C:21]2[CH:22]=[N:23][C:24]([N:27]3[CH2:28][CH2:29][N:30]([C:36](=[O:37])[C:35]4[C:34]([F:33])=[CH:42][CH:41]=[CH:40][C:39]=4[F:43])[CH2:31][CH2:32]3)=[CH:25][CH:26]=2)=[O:19])[N:8]([C:10]2[CH:15]=[CH:14][C:13]([CH3:16])=[CH:12][CH:11]=2)[N:9]=1)([CH3:4])([CH3:2])[CH3:3], predict the reactants needed to synthesize it. The reactants are: [C:1]([C:5]1[CH:6]=[C:7]([NH:17][C:18]([NH:20][C:21]2[CH:22]=[N:23][C:24]([N:27]3[CH2:32][CH2:31][NH:30][CH2:29][CH2:28]3)=[CH:25][CH:26]=2)=[O:19])[N:8]([C:10]2[CH:15]=[CH:14][C:13]([CH3:16])=[CH:12][CH:11]=2)[N:9]=1)([CH3:4])([CH3:3])[CH3:2].[F:33][C:34]1[CH:42]=[CH:41][CH:40]=[C:39]([F:43])[C:35]=1[C:36](O)=[O:37].F[P-](F)(F)(F)(F)F.N1(OC(N(C)C)=[N+](C)C)C2N=CC=CC=2N=N1.C(Cl)Cl. (2) The reactants are: CCN(C(C)C)C(C)C.FC1C(C)=NC2C(N=1)=C([C:21]1[NH:29][C:28]3[CH2:27][CH2:26][NH:25][C:24](=[O:30])[C:23]=3[CH:22]=1)C=CC=2.CC1(N)CCCC1. Given the product [NH:29]1[C:28]2[CH2:27][CH2:26][NH:25][C:24](=[O:30])[C:23]=2[CH:22]=[CH:21]1, predict the reactants needed to synthesize it. (3) Given the product [N:9]1[C:13]2=[N:14][CH:15]=[N:16][C:17](=[O:18])[C:12]2=[CH:11][N:10]=1, predict the reactants needed to synthesize it. The reactants are: ClC1C=CC=C(Cl)C=1[N:9]1[C:13]2=[N:14][C:15](CC3C=CC(CC(OCC)=O)=CC=3)=[N:16][C:17](=[O:18])[C:12]2=[C:11](C(C)C)[NH:10]1.C1COCC1.[OH-].[Li+]. (4) The reactants are: [H-].[Na+].COP([CH2:9][C:10]([O:12][CH2:13][CH3:14])=[O:11])(OC)=O.[F:15][CH:16]1[C:21](=O)[CH2:20][CH2:19][N:18]([C:23]2[C:24]([N+:29]([O-:31])=[O:30])=[N:25][CH:26]=[CH:27][CH:28]=2)[CH2:17]1. Given the product [F:15][CH:16]1[CH2:17][N:18]([C:23]2[C:24]([N+:29]([O-:31])=[O:30])=[N:25][CH:26]=[CH:27][CH:28]=2)[CH2:19][CH2:20]/[C:21]/1=[CH:9]/[C:10]([O:12][CH2:13][CH3:14])=[O:11], predict the reactants needed to synthesize it.